Predict the reaction yield, written as a fraction of the theoretical maximum amount of product (1.0 means a 100% yield; for example, 0.34 means a 34% yield). From a dataset of Reaction yield outcomes from USPTO patents with 853,638 reactions. (1) The product is [S:12]1(=[O:18])(=[O:17])[NH:13][CH2:14][CH2:15][O:16][C:2]2[CH:11]=[CH:10][C:5]([C:6]([O:8][CH3:9])=[O:7])=[CH:4][C:3]1=2. The reactants are Br[C:2]1[CH:11]=[CH:10][C:5]([C:6]([O:8][CH3:9])=[O:7])=[CH:4][C:3]=1[S:12](=[O:18])(=[O:17])[NH:13][CH2:14][CH2:15][OH:16].CO.C[O-].[Na+]. The yield is 0.930. The catalyst is [Cu]I.CN1CCCC1=O. (2) The reactants are [Cl:1][C:2]1[CH:7]=[CH:6][C:5]([C:8]2[C:12]3[CH2:13][NH:14][CH2:15][CH2:16][C:11]=3[N:10]([CH2:17][CH:18]([OH:34])[CH2:19][N:20]3[CH2:25][CH2:24][N:23]([C:26]4[CH:33]=[CH:32][CH:31]=[CH:30][C:27]=4[C:28]#[N:29])[CH2:22][CH2:21]3)[N:9]=2)=[CH:4][C:3]=1[CH3:35].Cl[C:37](=[O:42])[C:38]([O:40][CH3:41])=[O:39].CO.C(Cl)Cl. The catalyst is C(Cl)Cl. The product is [CH3:41][O:40][C:38](=[O:39])[C:37]([N:14]1[CH2:15][CH2:16][C:11]2[N:10]([CH2:17][CH:18]([OH:34])[CH2:19][N:20]3[CH2:25][CH2:24][N:23]([C:26]4[CH:33]=[CH:32][CH:31]=[CH:30][C:27]=4[C:28]#[N:29])[CH2:22][CH2:21]3)[N:9]=[C:8]([C:5]3[CH:6]=[CH:7][C:2]([Cl:1])=[C:3]([CH3:35])[CH:4]=3)[C:12]=2[CH2:13]1)=[O:42]. The yield is 0.790. (3) The reactants are [Br:1][C:2]1[C:7]2[NH:8][C:9](=[O:11])[NH:10][C:6]=2[CH:5]=[C:4]([C:12]([O:14]C)=[O:13])[CH:3]=1.[OH-].[Na+]. The catalyst is CO. The product is [Br:1][C:2]1[C:7]2[NH:8][C:9](=[O:11])[NH:10][C:6]=2[CH:5]=[C:4]([C:12]([OH:14])=[O:13])[CH:3]=1. The yield is 1.00. (4) The catalyst is O1CCOCC1. The product is [ClH:1].[NH2:8][C@H:9]1[C@@H:10]([CH3:15])[O:11][CH2:12][C:13]1=[O:14]. The reactants are [ClH:1].C(OC(=O)[NH:8][C@@H:9]1[C:13](=[O:14])[CH2:12][O:11][C@@H:10]1[CH3:15])(C)(C)C. The yield is 1.00.